From a dataset of Peptide-MHC class II binding affinity with 134,281 pairs from IEDB. Regression. Given a peptide amino acid sequence and an MHC pseudo amino acid sequence, predict their binding affinity value. This is MHC class II binding data. (1) The peptide sequence is NVTSIHSLLDEGKQS. The MHC is DRB4_0101 with pseudo-sequence DRB4_0103. The binding affinity (normalized) is 0.673. (2) The peptide sequence is LANAGRSSGSRRPLG. The binding affinity (normalized) is 0.201. The MHC is DRB1_0405 with pseudo-sequence DRB1_0405. (3) The peptide sequence is AEHQAIVRDVLAAGD. The MHC is DRB1_0401 with pseudo-sequence DRB1_0401. The binding affinity (normalized) is 0. (4) The peptide sequence is RQSGATIADVLAEKE. The MHC is DRB1_1302 with pseudo-sequence DRB1_1302. The binding affinity (normalized) is 0.178.